From a dataset of Tox21: 12 toxicity assays (nuclear receptors and stress response pathways). Binary classification across 12 toxicity assays. (1) The drug is C#CCOc1ccc2c(C)cc(=O)oc2c1. It tested positive (active) for: NR-AR (Androgen Receptor agonist activity). (2) The drug is COC(=O)c1c(C)cc(O)c(C)c1O. It tested positive (active) for: NR-ER (Estrogen Receptor agonist activity), and SR-MMP (Mitochondrial Membrane Potential disruption). (3) The molecule is COc1ccc(N)cc1. It tested positive (active) for: NR-AhR (Aryl hydrocarbon Receptor agonist activity), and NR-ER (Estrogen Receptor agonist activity). (4) The compound is C#C[C@]1(O)CC[C@H]2[C@@H]3CCc4cc(OC)ccc4[C@H]3CC[C@@]21C. It tested positive (active) for: NR-ER (Estrogen Receptor agonist activity), NR-ER-LBD (Estrogen Receptor Ligand Binding Domain agonist), and SR-ARE (Antioxidant Response Element (oxidative stress)). (5) The molecule is CCC(C)c1cc([N+](=O)[O-])cc([N+](=O)[O-])c1O. It tested positive (active) for: SR-ARE (Antioxidant Response Element (oxidative stress)), and SR-MMP (Mitochondrial Membrane Potential disruption). (6) The compound is CNC(=O)Oc1ccc2c(c1)[C@]1(C)CCN(C)[C@@H]1N2C. It tested positive (active) for: SR-ARE (Antioxidant Response Element (oxidative stress)). (7) The compound is O=[N+]([O-])c1ccc(Oc2ccc(Cl)cc2Cl)cc1. It tested positive (active) for: SR-MMP (Mitochondrial Membrane Potential disruption). (8) The compound is CCOP(=S)(Oc1cnc(C(C)(C)C)nc1)OC(C)C. It tested positive (active) for: NR-AhR (Aryl hydrocarbon Receptor agonist activity). (9) The molecule is C=CC1=C(C)c2cc3[nH]c(cc4nc(cc5[nH]c(cc1n2)c(C)c5CCC(=O)[O-])C(CCC(=O)[O-])=C4C)c(C)c3C=C. It tested positive (active) for: NR-ER (Estrogen Receptor agonist activity), NR-ER-LBD (Estrogen Receptor Ligand Binding Domain agonist), and SR-ARE (Antioxidant Response Element (oxidative stress)). (10) The drug is C[N+](C)(C)C. It tested positive (active) for: NR-ER (Estrogen Receptor agonist activity).